Dataset: Full USPTO retrosynthesis dataset with 1.9M reactions from patents (1976-2016). Task: Predict the reactants needed to synthesize the given product. The reactants are: [CH3:1][N:2]([CH3:21])[C:3]([C:5]1[CH:10]=[C:9]([O:11][C:12]2[CH:17]=[CH:16][C:15]([NH:18][CH3:19])=[C:14]([NH2:20])[CH:13]=2)[CH:8]=[CH:7][N:6]=1)=[O:4].[F:22][C:23]1[CH:28]=[CH:27][CH:26]=[C:25]([F:29])[C:24]=1[N:30]=[C:31]=S.CI. Given the product [CH3:1][N:2]([CH3:21])[C:3]([C:5]1[CH:10]=[C:9]([O:11][C:12]2[CH:17]=[CH:16][C:15]3[N:18]([CH3:19])[C:31]([NH:30][C:24]4[C:23]([F:22])=[CH:28][CH:27]=[CH:26][C:25]=4[F:29])=[N:20][C:14]=3[CH:13]=2)[CH:8]=[CH:7][N:6]=1)=[O:4], predict the reactants needed to synthesize it.